This data is from Catalyst prediction with 721,799 reactions and 888 catalyst types from USPTO. The task is: Predict which catalyst facilitates the given reaction. (1) The catalyst class is: 8. Reactant: [CH3:1][C:2]1[CH:6]=[C:5]([CH2:7][C:8]([OH:10])=[O:9])[O:4][N:3]=1.OS(O)(=O)=O.[CH3:16][CH2:17]CCCC. Product: [CH3:1][C:2]1[CH:6]=[C:5]([CH2:7][C:8]([O:10][CH2:16][CH3:17])=[O:9])[O:4][N:3]=1. (2) Reactant: C([BH3-])#N.[Na+].[CH:5]1([NH:11][C:12]2[CH:21]=[C:20]3[C:15]([C:16](=[O:30])[C:17]([CH:27]=[N:28][OH:29])=[CH:18][N:19]3[CH:22]3[CH2:26][CH2:25][CH2:24][CH2:23]3)=[CH:14][C:13]=2[F:31])[CH2:10][CH2:9][CH2:8][CH2:7][CH2:6]1.O1CCOCC1.Cl.[OH-].[Na+]. Product: [CH:5]1([NH:11][C:12]2[CH:21]=[C:20]3[C:15]([C:16](=[O:30])[C:17]([CH2:27][NH:28][OH:29])=[CH:18][N:19]3[CH:22]3[CH2:26][CH2:25][CH2:24][CH2:23]3)=[CH:14][C:13]=2[F:31])[CH2:6][CH2:7][CH2:8][CH2:9][CH2:10]1. The catalyst class is: 36. (3) Reactant: [Cl:1][C:2]1[C:3]([O:31][CH3:32])=[C:4](/[C:17](/[CH3:30])=[C:18](/[F:29])\[CH:19]=[CH:20]\[C:21](\[CH3:28])=[CH:22]\[C:23]([O:25]CC)=[O:24])[CH:5]=[C:6]2[C:11]=1[O:10][C:9]([CH3:13])([CH3:12])[CH:8]=[C:7]2[CH:14]([CH3:16])[CH3:15].[OH-].[Na+]. Product: [Cl:1][C:2]1[C:3]([O:31][CH3:32])=[C:4](/[C:17](/[CH3:30])=[C:18](/[F:29])\[CH:19]=[CH:20]\[C:21](\[CH3:28])=[CH:22]\[C:23]([OH:25])=[O:24])[CH:5]=[C:6]2[C:11]=1[O:10][C:9]([CH3:12])([CH3:13])[CH:8]=[C:7]2[CH:14]([CH3:15])[CH3:16]. The catalyst class is: 353. (4) Reactant: [F:1][C:2]1[CH:3]=[C:4]([NH:8][C:9](=[O:37])[CH2:10][C:11]2[NH:15][N:14]=[C:13]([NH:16][C:17]3[C:26]4[C:21](=[CH:22][C:23]([C:27]5[CH:36]=[CH:35][C:30]([C:31]([O:33]C)=[O:32])=[CH:29][CH:28]=5)=[CH:24][CH:25]=4)[N:20]=[CH:19][N:18]=3)[CH:12]=2)[CH:5]=[CH:6][CH:7]=1.[OH-].[Na+:39]. Product: [F:1][C:2]1[CH:3]=[C:4]([NH:8][C:9](=[O:37])[CH2:10][C:11]2[NH:15][N:14]=[C:13]([NH:16][C:17]3[C:26]4[C:21](=[CH:22][C:23]([C:27]5[CH:36]=[CH:35][C:30]([C:31]([O-:33])=[O:32])=[CH:29][CH:28]=5)=[CH:24][CH:25]=4)[N:20]=[CH:19][N:18]=3)[CH:12]=2)[CH:5]=[CH:6][CH:7]=1.[Na+:39]. The catalyst class is: 5. (5) Reactant: C([O:3][C:4](=[O:18])[C:5]([CH3:17])([S:7]([CH2:10][CH:11]1[CH2:16][CH2:15][O:14][CH2:13][CH2:12]1)(=[O:9])=[O:8])[CH3:6])C.[OH-].[Na+].CC(OC)(C)C. Product: [CH3:17][C:5]([S:7]([CH2:10][CH:11]1[CH2:12][CH2:13][O:14][CH2:15][CH2:16]1)(=[O:9])=[O:8])([CH3:6])[C:4]([OH:18])=[O:3]. The catalyst class is: 1. (6) Reactant: F[C:2]1[CH:7]=[CH:6][C:5]([N+:8]([O-:10])=[O:9])=[CH:4][C:3]=1[CH3:11].CN1CCCC1=O.[NH2:19][CH:20]([CH2:23][OH:24])[CH2:21][OH:22]. Product: [N+:8]([C:5]1[CH:6]=[CH:7][C:2]([NH:19][CH:20]([CH2:23][OH:24])[CH2:21][OH:22])=[C:3]([CH3:11])[CH:4]=1)([O-:10])=[O:9]. The catalyst class is: 66. (7) Reactant: [CH2:1]([O:8][C:9]1[CH:14]=[CH:13][NH:12][C:11](=[O:15])[CH:10]=1)[C:2]1[CH:7]=[CH:6][CH:5]=[CH:4][CH:3]=1.Br[C:17]1[CH:25]=[C:24]2[C:20]([C:21]3[CH2:30][CH2:29][N:28]([C:31]([O:33][C:34]([CH3:37])([CH3:36])[CH3:35])=[O:32])[C:27]([CH3:39])([CH3:38])[C:22]=3[N:23]2[CH3:26])=[CH:19][CH:18]=1.OC1C=CC=C2C=1N=CC=C2.C([O-])([O-])=O.[Cs+].[Cs+]. Product: [CH2:1]([O:8][C:9]1[CH:14]=[CH:13][N:12]([C:17]2[CH:25]=[C:24]3[C:20]([C:21]4[CH2:30][CH2:29][N:28]([C:31]([O:33][C:34]([CH3:37])([CH3:36])[CH3:35])=[O:32])[C:27]([CH3:39])([CH3:38])[C:22]=4[N:23]3[CH3:26])=[CH:19][CH:18]=2)[C:11](=[O:15])[CH:10]=1)[C:2]1[CH:3]=[CH:4][CH:5]=[CH:6][CH:7]=1. The catalyst class is: 156.